From a dataset of Full USPTO retrosynthesis dataset with 1.9M reactions from patents (1976-2016). Predict the reactants needed to synthesize the given product. Given the product [C:1]1([O:11][C:12]2[CH:17]=[CH:16][N:15]=[C:14]([NH:18][C:19]3[S:20][CH:21]=[C:22]([CH2:24][CH2:25][OH:26])[N:23]=3)[CH:13]=2)[C:10]2[C:5](=[CH:6][CH:7]=[CH:8][CH:9]=2)[CH:4]=[CH:3][CH:2]=1, predict the reactants needed to synthesize it. The reactants are: [C:1]1([O:11][C:12]2[CH:17]=[CH:16][N:15]=[C:14]([NH:18][C:19]3[S:20][CH:21]=[C:22]([CH2:24][C:25](OCC)=[O:26])[N:23]=3)[CH:13]=2)[C:10]2[C:5](=[CH:6][CH:7]=[CH:8][CH:9]=2)[CH:4]=[CH:3][CH:2]=1.ClC1C=C(OC2C3C(=CC=CC=3)C=CC=2)C=CN=1.NC1SC=C(CC(OCC)=O)N=1.[H-].[Al+3].[Li+].[H-].[H-].[H-].